The task is: Predict the reactants needed to synthesize the given product.. This data is from Full USPTO retrosynthesis dataset with 1.9M reactions from patents (1976-2016). Given the product [F:1][C:2]1[CH:7]=[C:6]([N+:8]([O-:10])=[O:9])[CH:5]=[CH:4][C:3]=1[CH2:11][NH:12][S:14]([CH3:13])(=[O:16])=[O:15], predict the reactants needed to synthesize it. The reactants are: [F:1][C:2]1[CH:7]=[C:6]([N+:8]([O-:10])=[O:9])[CH:5]=[CH:4][C:3]=1[CH2:11][NH2:12].[CH3:13][S:14](Cl)(=[O:16])=[O:15].